The task is: Predict which catalyst facilitates the given reaction.. This data is from Catalyst prediction with 721,799 reactions and 888 catalyst types from USPTO. (1) Reactant: [CH2:1]([O:3][C:4]([C:6]1[CH:10]=[C:9]([C:11]2[CH:16]=[CH:15][C:14]([F:17])=[CH:13][CH:12]=2)[N:8]([CH3:18])[N:7]=1)=[O:5])[CH3:2].[I:19]I.[N+]([O-])([O-])=O.[NH4+].[Ce]. The catalyst class is: 10. Product: [CH2:1]([O:3][C:4]([C:6]1[C:10]([I:19])=[C:9]([C:11]2[CH:16]=[CH:15][C:14]([F:17])=[CH:13][CH:12]=2)[N:8]([CH3:18])[N:7]=1)=[O:5])[CH3:2]. (2) Reactant: [C:1]([OH:6])(=[O:5])[C:2]([OH:4])=[O:3].[CH3:7][N+:8]1([CH3:29])[CH2:12][CH:11]([O:13][C:14]([C:16]([OH:28])([CH:23]2[CH2:27][CH2:26][CH2:25][CH2:24]2)[C:17]2[CH:18]=[CH:19][CH:20]=[CH:21][CH:22]=2)=[O:15])[CH2:10][CH2:9]1.C([O-])(=O)C. Product: [CH3:7][N+:8]1([CH3:29])[CH2:12][CH:11]([O:13][C:14]([C:16]([OH:28])([CH:23]2[CH2:24][CH2:25][CH2:26][CH2:27]2)[C:17]2[CH:18]=[CH:19][CH:20]=[CH:21][CH:22]=2)=[O:15])[CH2:10][CH2:9]1.[C:1]([O-:6])(=[O:5])[C:2]([O-:4])=[O:3]. The catalyst class is: 5. (3) Reactant: O[CH2:2][C:3]1[S:7][C:6](/[CH:8]=[CH:9]/[C:10]([NH:12][CH:13]([C:18]2[CH:23]=[CH:22][CH:21]=[C:20]([C:24]([F:27])([F:26])[F:25])[CH:19]=2)[C:14]([F:17])([F:16])[F:15])=[O:11])=[CH:5][C:4]=1[CH3:28].[N:29]12CCCN=C1CCCCC2.C1(P(N=[N+]=[N-])(C2C=CC=CC=2)=O)C=CC=CC=1.C1C=CC(P(C2C=CC=CC=2)C2C=CC=CC=2)=CC=1. Product: [NH2:29][CH2:2][C:3]1[S:7][C:6](/[CH:8]=[CH:9]/[C:10]([NH:12][CH:13]([C:18]2[CH:23]=[CH:22][CH:21]=[C:20]([C:24]([F:27])([F:26])[F:25])[CH:19]=2)[C:14]([F:17])([F:16])[F:15])=[O:11])=[CH:5][C:4]=1[CH3:28]. The catalyst class is: 20. (4) Reactant: FC(F)(F)C(O)=O.[Br:8][C:9]1[CH:26]=[CH:25][C:12]([CH2:13][O:14][CH2:15][C@@H:16]2[CH2:18][C@@H:17]2[CH:19]2[CH2:24][CH2:23][NH:22][CH2:21][CH2:20]2)=[CH:11][CH:10]=1.[CH:27]([N:30](CC)C(C)C)(C)C.N#CBr. Product: [Br:8][C:9]1[CH:10]=[CH:11][C:12]([CH2:13][O:14][CH2:15][C@@H:16]2[CH2:18][C@@H:17]2[CH:19]2[CH2:24][CH2:23][N:22]([C:27]#[N:30])[CH2:21][CH2:20]2)=[CH:25][CH:26]=1. The catalyst class is: 10.